This data is from Full USPTO retrosynthesis dataset with 1.9M reactions from patents (1976-2016). The task is: Predict the reactants needed to synthesize the given product. (1) The reactants are: [CH:1]1[C:6]2[CH2:7][C@H:8]3[N:13]([CH2:14][CH:15]4[CH2:17][CH2:16]4)[CH2:12][CH2:11][C@:10]45[C@H:18]([C:20]([CH2:22][CH2:23][C@@:9]34[OH:24])=[O:21])[O:19][C:4]([C:5]=25)=[C:3]([OH:25])[CH:2]=1.[ClH:26].[CH2:27]=[C:28]1[C@@H:41]2[O:42][C:38]3[C:39]4[C@:40]52[CH2:43][CH2:44][N:45]([CH2:46][CH:47]2[CH2:49][CH2:48]2)[C@H:32]([CH2:33][C:34]=4[CH:35]=[CH:36][C:37]=3[OH:50])[C@:31]5([OH:51])[CH2:30][CH2:29]1. Given the product [CH:1]1[C:6]2[CH2:7][C@H:8]3[N:13]([CH2:14][CH:15]4[CH2:17][CH2:16]4)[CH2:12][CH2:11][C@:10]45[C@H:18]([C:20]([CH2:22][CH2:23][C@@:9]34[OH:24])=[O:21])[O:19][C:4]([C:5]=25)=[C:3]([OH:25])[CH:2]=1.[ClH:26].[CH2:27]=[C:28]1[C@@H:41]2[O:42][C:38]3[C:39]4[C@:40]52[CH2:43][CH2:44][N:45]([CH2:46][CH:47]2[CH2:49][CH2:48]2)[C@H:32]([CH2:33][C:34]=4[CH:35]=[CH:36][C:37]=3[OH:50])[C@:31]5([OH:51])[CH2:30][CH2:29]1, predict the reactants needed to synthesize it. (2) Given the product [CH3:19][C:14]1[CH:13]=[C:12]([N:9]2[CH:10]=[C:6]([C:4]([OH:3])=[O:5])[CH:7]=[N:8]2)[CH:17]=[C:16]([CH3:18])[CH:15]=1, predict the reactants needed to synthesize it. The reactants are: C([O:3][C:4]([C:6]1[CH:7]=[N:8][NH:9][CH:10]=1)=[O:5])C.I[C:12]1[CH:13]=[C:14]([CH3:19])[CH:15]=[C:16]([CH3:18])[CH:17]=1.CNC1CCCCC1NC.C(=O)([O-])[O-].[K+].[K+]. (3) The reactants are: [NH2:1][C:2]1[S:3][CH:4]=[CH:5][N:6]=1.[C:7](OCC)(=[O:12])[CH2:8][C:9]([CH3:11])=O.C(=O)(O)[O-].[Na+]. Given the product [CH3:11][C:9]1[N:1]=[C:2]2[S:3][CH:4]=[CH:5][N:6]2[C:7](=[O:12])[CH:8]=1, predict the reactants needed to synthesize it. (4) Given the product [CH2:1]([C:8]1[C:16]2[C:11](=[CH:12][C:13]([CH2:17][N:18]3[CH2:23][CH2:22][N:21]([CH3:24])[CH2:20][CH2:19]3)=[CH:14][CH:15]=2)[NH:10][C:9]=1[C:25]1[C:26](=[O:37])[NH:27][N:28]=[C:29]([C:31]2[CH:32]=[CH:33][N:34]=[CH:35][CH:36]=2)[CH:30]=1)[C:2]1[CH:3]=[CH:4][CH:5]=[CH:6][CH:7]=1, predict the reactants needed to synthesize it. The reactants are: [CH2:1]([C:8]1[C:16]2[C:11](=[CH:12][C:13]([CH2:17][N:18]3[CH2:23][CH2:22][N:21]([CH3:24])[CH2:20][CH2:19]3)=[CH:14][CH:15]=2)[NH:10][C:9]=1[C:25]1[CH:30]=[C:29]([C:31]2[CH:36]=[CH:35][N:34]=[CH:33][CH:32]=2)[N:28]=[N:27][C:26]=1[O:37]C)[C:2]1[CH:7]=[CH:6][CH:5]=[CH:4][CH:3]=1.[I-].[K+]. (5) Given the product [CH2:17]([S:21][C:2]1[N:10]=[C:9]2[C:5]([N:6]=[CH:7][N:8]2[CH:11]2[CH2:15][CH2:14][CH2:13][O:12]2)=[C:4]([NH2:16])[N:3]=1)[CH2:18][CH2:19][CH3:20], predict the reactants needed to synthesize it. The reactants are: Cl[C:2]1[N:10]=[C:9]2[C:5]([N:6]=[CH:7][N:8]2[CH:11]2[CH2:15][CH2:14][CH2:13][O:12]2)=[C:4]([NH2:16])[N:3]=1.[CH2:17]([SH:21])[CH2:18][CH2:19][CH3:20].C(=O)([O-])[O-].[K+].[K+]. (6) Given the product [NH:1]1[CH:5]=[C:4]([CH2:6][C:7]([N:9]2[CH2:14][CH2:13][NH:12][CH2:11][C@H:10]2[C:25]([NH:26][C:27]2[CH:28]=[CH:29][C:30]([O:33][C:34]3[CH:39]=[CH:38][C:37]([F:40])=[CH:36][CH:35]=3)=[CH:31][CH:32]=2)=[O:41])=[O:8])[N:3]=[CH:2]1, predict the reactants needed to synthesize it. The reactants are: [NH:1]1[CH:5]=[C:4]([CH2:6][C:7]([N:9]2[CH2:14][CH2:13][N:12](C(OCC3C=CC=CC=3)=O)[CH2:11][C@H:10]2[C:25](=[O:41])[NH:26][C:27]2[CH:32]=[CH:31][C:30]([O:33][C:34]3[CH:39]=[CH:38][C:37]([F:40])=[CH:36][CH:35]=3)=[CH:29][CH:28]=2)=[O:8])[N:3]=[CH:2]1. (7) Given the product [CH2:32]([Si:29]([CH2:30][CH3:31])([CH2:34][CH3:35])[O:28][C@H:25]1[CH2:26][CH2:27][C@H:22]([N:3]2[CH2:4][CH2:5][C@:6]3([CH2:11][CH2:10][CH2:9][NH:8][CH2:7]3)[C:2]2=[O:1])[CH2:23][CH2:24]1)[CH3:33], predict the reactants needed to synthesize it. The reactants are: [O:1]=[C:2]1[C@@:6]2([CH2:11][CH2:10][CH2:9][N:8](C(OCC3C=CC=CC=3)=O)[CH2:7]2)[CH2:5][CH2:4][N:3]1[C@H:22]1[CH2:27][CH2:26][C@H:25]([O:28][Si:29]([CH2:34][CH3:35])([CH2:32][CH3:33])[CH2:30][CH3:31])[CH2:24][CH2:23]1.CO. (8) Given the product [CH2:13]1[C:21]2[C:16](=[CH:17][C:18]([N:22]3[CH2:6][CH2:7][CH:5]([C:8]([OH:9])=[O:10])[C:4]3=[O:11])=[CH:19][CH:20]=2)[CH2:15][CH2:14]1, predict the reactants needed to synthesize it. The reactants are: CC1(C)[O:9][C:8](=[O:10])[C:5]2([CH2:7][CH2:6]2)[C:4](=[O:11])O1.[CH2:13]1[C:21]2[C:16](=[CH:17][C:18]([NH2:22])=[CH:19][CH:20]=2)[CH2:15][CH2:14]1.